Predict which catalyst facilitates the given reaction. From a dataset of Catalyst prediction with 721,799 reactions and 888 catalyst types from USPTO. Reactant: [CH3:1][C:2]([O:5][C:6]([N:8]1[CH2:14][C:13]2[CH:15]=[C:16](B(O)O)[CH:17]=[CH:18][C:12]=2[O:11][CH2:10][CH2:9]1)=[O:7])([CH3:4])[CH3:3].Br[C:23]1[CH:28]=[CH:27][C:26]([O:29][CH3:30])=[C:25]([O:31][CH:32]([F:34])[F:33])[CH:24]=1.C(=O)([O-])[O-].[K+].[K+]. Product: [F:33][CH:32]([F:34])[O:31][C:25]1[CH:24]=[C:23]([C:16]2[CH:17]=[CH:18][C:12]3[O:11][CH2:10][CH2:9][N:8]([C:6]([O:5][C:2]([CH3:4])([CH3:3])[CH3:1])=[O:7])[CH2:14][C:13]=3[CH:15]=2)[CH:28]=[CH:27][C:26]=1[O:29][CH3:30]. The catalyst class is: 38.